This data is from Forward reaction prediction with 1.9M reactions from USPTO patents (1976-2016). The task is: Predict the product of the given reaction. (1) The product is: [NH2:7][C:8]([CH3:43])([CH3:42])[C:9]([N:11]1[CH2:41][CH2:40][C:14]2([N:18]([CH3:19])[CH:17]([C:20]3[CH:21]=[CH:22][C:23]([CH:26]4[CH2:27][CH2:28]4)=[CH:24][CH:25]=3)[N:16]([CH2:29][CH2:30][C:31]3[CH:32]=[CH:33][C:34]([O:37][CH3:38])=[CH:35][CH:36]=3)[C:15]2=[O:39])[CH2:13][CH2:12]1)=[O:10]. Given the reactants C(OC(=O)[NH:7][C:8]([CH3:43])([CH3:42])[C:9]([N:11]1[CH2:41][CH2:40][C:14]2([N:18]([CH3:19])[CH:17]([C:20]3[CH:25]=[CH:24][C:23]([CH:26]4[CH2:28][CH2:27]4)=[CH:22][CH:21]=3)[N:16]([CH2:29][CH2:30][C:31]3[CH:36]=[CH:35][C:34]([O:37][CH3:38])=[CH:33][CH:32]=3)[C:15]2=[O:39])[CH2:13][CH2:12]1)=[O:10])(C)(C)C.FC(F)(F)C(O)=O.C([O-])(O)=O.[Na+], predict the reaction product. (2) Given the reactants P(Cl)(Cl)(Cl)=O.[C:6]([C:9]1[CH:16]=[CH:15][C:12]([C:13]#[N:14])=[CH:11][CH:10]=1)(=O)[CH3:7].[ClH:17].NO.C([O-])(O)=O.[Na+].C[N:26]([CH:28]=O)C, predict the reaction product. The product is: [Cl:17]/[C:6](/[C:9]1[CH:16]=[CH:15][C:12]([C:13]#[N:14])=[CH:11][CH:10]=1)=[CH:7]/[C:28]#[N:26]. (3) Given the reactants [CH:1]1([C:6]2[NH:10][C:9]3[C:11]([C:16]([OH:18])=O)=[CH:12][CH:13]=[C:14]([OH:15])[C:8]=3[N:7]=2)[CH2:5][CH2:4][CH2:3][CH2:2]1.[NH2:19][C@H:20]1[CH2:25][CH2:24][CH2:23][N:22](C(OC(C)(C)C)=O)[CH2:21]1, predict the reaction product. The product is: [CH:1]1([C:6]2[NH:10][C:9]3[C:11]([C:16]([NH:19][C@H:20]4[CH2:25][CH2:24][CH2:23][NH:22][CH2:21]4)=[O:18])=[CH:12][CH:13]=[C:14]([OH:15])[C:8]=3[N:7]=2)[CH2:2][CH2:3][CH2:4][CH2:5]1. (4) The product is: [CH3:7][N:6]([CH3:8])[C:4]([C:3]1[CH:9]=[CH:10][CH:11]=[CH:12][C:2]=1[C:17]1[CH:16]=[CH:15][C:14]([F:13])=[C:22]2[C:18]=1[CH2:19][CH2:20][C@H:21]2[O:23][C:24]1[CH:37]=[CH:36][C:27]2[C@H:28]([CH2:31][C:32]([O:34][CH3:35])=[O:33])[CH2:29][O:30][C:26]=2[CH:25]=1)=[O:5]. Given the reactants Br[C:2]1[CH:12]=[CH:11][CH:10]=[CH:9][C:3]=1[C:4]([N:6]([CH3:8])[CH3:7])=[O:5].[F:13][C:14]1[CH:15]=[CH:16][C:17](B2OC(C)(C)C(C)(C)O2)=[C:18]2[C:22]=1[C@H:21]([O:23][C:24]1[CH:37]=[CH:36][C:27]3[C@H:28]([CH2:31][C:32]([O:34][CH3:35])=[O:33])[CH2:29][O:30][C:26]=3[CH:25]=1)[CH2:20][CH2:19]2.BrC1C=CC(F)=C2C=1CC[C@H]2OC1C=CC2[C@H](CC(OC)=O)COC=2C=1, predict the reaction product. (5) Given the reactants [Cl:1][C:2]1[CH:10]=[CH:9][C:8]([C:11]2[C:12]([C@@H:23]([NH:33][C:34](=[O:50])[CH2:35][N:36]3[C:40]4[C:41]([F:46])([F:45])[C@@H:42]5[CH2:44][C@@H:43]5[C:39]=4[C:38]([CH:47]([F:49])[F:48])=[N:37]3)[CH2:24][C:25]3[CH:30]=[C:29]([F:31])[CH:28]=[C:27]([F:32])[CH:26]=3)=[N:13][C:14]([C:17]#[C:18][C:19]([OH:22])([CH3:21])[CH3:20])=[CH:15][CH:16]=2)=[C:7]2[C:3]=1[C:4]([NH:52][C:53](=[O:58])[CH2:54][N:55]([CH3:57])C)=[N:5][N:6]2[CH3:51].[CH:59]1(N)C[CH2:60]1, predict the reaction product. The product is: [Cl:1][C:2]1[CH:10]=[CH:9][C:8]([C:11]2[C:12]([C@@H:23]([NH:33][C:34](=[O:50])[CH2:35][N:36]3[C:40]4[C:41]([F:46])([F:45])[C@@H:42]5[CH2:44][C@@H:43]5[C:39]=4[C:38]([CH:47]([F:48])[F:49])=[N:37]3)[CH2:24][C:25]3[CH:26]=[C:27]([F:32])[CH:28]=[C:29]([F:31])[CH:30]=3)=[N:13][C:14]([C:17]#[C:18][C:19]([OH:22])([CH3:20])[CH3:21])=[CH:15][CH:16]=2)=[C:7]2[C:3]=1[C:4]([NH:52][C:53](=[O:58])[CH2:54][NH:55][CH:57]1[CH2:60][CH2:59]1)=[N:5][N:6]2[CH3:51]. (6) Given the reactants C(=O)([O-])[O-].[K+].[K+].N1([O:16][C:17]2[C:18]3[O:25][CH:24]=[C:23]([CH:26]4[CH2:31][CH2:30][N:29]([C:32]([O:34][C:35]([CH3:38])([CH3:37])[CH3:36])=[O:33])[CH2:28][CH2:27]4)[C:19]=3[N:20]=[CH:21][N:22]=2)C2C=CC=CC=2N=N1.[N:39]1([C:44]2[CH:49]=[CH:48][C:47](O)=[CH:46][CH:45]=2)[CH:43]=[N:42][N:41]=[N:40]1.O, predict the reaction product. The product is: [N:39]1([C:44]2[CH:49]=[CH:48][C:47]([O:16][C:17]3[C:18]4[O:25][CH:24]=[C:23]([CH:26]5[CH2:31][CH2:30][N:29]([C:32]([O:34][C:35]([CH3:36])([CH3:38])[CH3:37])=[O:33])[CH2:28][CH2:27]5)[C:19]=4[N:20]=[CH:21][N:22]=3)=[CH:46][CH:45]=2)[CH:43]=[N:42][N:41]=[N:40]1. (7) Given the reactants C([O:5][C:6]([C@H:8]1[CH2:12][CH2:11][CH2:10][N:9]1[C:13](=[O:40])[CH2:14][O:15][C:16]1[CH:21]=[CH:20][C:19]([O:22][CH2:23][C:24]([N:26]2[CH2:30][CH2:29][CH2:28][C@@H:27]2[C:31]([O:33]C(C)(C)C)=[O:32])=[O:25])=[CH:18][C:17]=1[O:38][CH3:39])=[O:7])(C)(C)C, predict the reaction product. The product is: [C:31]([C@H:27]1[CH2:28][CH2:29][CH2:30][N:26]1[C:24](=[O:25])[CH2:23][O:22][C:19]1[CH:20]=[CH:21][C:16]([O:15][CH2:14][C:13]([N:9]2[CH2:10][CH2:11][CH2:12][C@@H:8]2[C:6]([OH:7])=[O:5])=[O:40])=[C:17]([O:38][CH3:39])[CH:18]=1)([OH:33])=[O:32].